This data is from NCI-60 drug combinations with 297,098 pairs across 59 cell lines. The task is: Regression. Given two drug SMILES strings and cell line genomic features, predict the synergy score measuring deviation from expected non-interaction effect. Drug 1: CC1=CC2C(CCC3(C2CCC3(C(=O)C)OC(=O)C)C)C4(C1=CC(=O)CC4)C. Drug 2: CC(C)(C#N)C1=CC(=CC(=C1)CN2C=NC=N2)C(C)(C)C#N. Cell line: UACC62. Synergy scores: CSS=1.05, Synergy_ZIP=-0.208, Synergy_Bliss=0.374, Synergy_Loewe=0.0206, Synergy_HSA=0.196.